Dataset: Peptide-MHC class I binding affinity with 185,985 pairs from IEDB/IMGT. Task: Regression. Given a peptide amino acid sequence and an MHC pseudo amino acid sequence, predict their binding affinity value. This is MHC class I binding data. (1) The peptide sequence is KEMGFSPRL. The MHC is HLA-B27:20 with pseudo-sequence HLA-B27:20. The binding affinity (normalized) is 0.522. (2) The peptide sequence is SVVNARLRAK. The MHC is HLA-A68:01 with pseudo-sequence HLA-A68:01. The binding affinity (normalized) is 0.490. (3) The peptide sequence is FQPQNGHFI. The MHC is H-2-Db with pseudo-sequence H-2-Db. The binding affinity (normalized) is 0.183. (4) The peptide sequence is PAASAIFDV. The MHC is HLA-A80:01 with pseudo-sequence HLA-A80:01. The binding affinity (normalized) is 0.0847. (5) The peptide sequence is ILATLNTLIT. The MHC is HLA-A02:02 with pseudo-sequence HLA-A02:02. The binding affinity (normalized) is 0.821.